Predict the reaction yield, written as a fraction of the theoretical maximum amount of product (1.0 means a 100% yield; for example, 0.34 means a 34% yield). From a dataset of Reaction yield outcomes from USPTO patents with 853,638 reactions. (1) The reactants are Cl.[Cl:2][C:3]1[CH:8]=[CH:7][C:6]([C:9]2[N:10]([C:25]3[CH:30]=[CH:29][CH:28]=[CH:27][C:26]=3[Cl:31])[N:11]=[C:12]3[C:17]([N:18]4[CH2:23][CH:22]5[CH2:24][CH:19]4[CH2:20][NH:21]5)=[N:16][CH:15]=[N:14][C:13]=23)=[CH:5][CH:4]=1.[Cl-].C([NH+](CC)CC)C.C(N(CC)CC)C.[C:47]1(=O)[CH2:51][CH2:50][CH2:49][CH2:48]1.[BH4-]. The catalyst is C(O)C. The product is [Cl:2][C:3]1[CH:8]=[CH:7][C:6]([C:9]2[N:10]([C:25]3[CH:30]=[CH:29][CH:28]=[CH:27][C:26]=3[Cl:31])[N:11]=[C:12]3[C:17]([N:18]4[CH2:23][CH:22]5[CH2:24][CH:19]4[CH2:20][N:21]5[CH:47]4[CH2:51][CH2:50][CH2:49][CH2:48]4)=[N:16][CH:15]=[N:14][C:13]=23)=[CH:5][CH:4]=1. The yield is 0.460. (2) The reactants are [C:1]1(=[O:8])[CH2:6][CH2:5][CH2:4][C:3](=O)[CH2:2]1.[Cl:9][C:10]1[C:19]([CH:20]=O)=[CH:18][C:17]2[C:12](=[CH:13][CH:14]=[C:15]([O:22][CH3:23])[CH:16]=2)[N:11]=1.[C:24]([O:30][CH2:31][CH3:32])(=[O:29])[CH2:25][C:26]([CH3:28])=O.C([O-])(=O)C.[NH4+:37]. The catalyst is C(O)C. The product is [Cl:9][C:10]1[C:19]([CH:20]2[C:2]3[C:1](=[O:8])[CH2:6][CH2:5][CH2:4][C:3]=3[NH:37][C:26]([CH3:28])=[C:25]2[C:24]([O:30][CH2:31][CH3:32])=[O:29])=[CH:18][C:17]2[C:12](=[CH:13][CH:14]=[C:15]([O:22][CH3:23])[CH:16]=2)[N:11]=1. The yield is 0.640. (3) The reactants are [CH2:1]([O:5][CH2:6][C@@H:7]([NH:12][C:13]([C@H:15]1[O:17][C@@H:16]1[C:18]([O:20]CC)=[O:19])=[O:14])[CH2:8][CH:9]([CH3:11])[CH3:10])[CH:2]([CH3:4])[CH3:3].C(=O)([O-])[O-].[Na+:27].[Na+]. The catalyst is C(O)C.O. The product is [CH2:1]([O:5][CH2:6][C@@H:7]([NH:12][C:13]([C@H:15]1[O:17][C@@H:16]1[C:18]([O-:20])=[O:19])=[O:14])[CH2:8][CH:9]([CH3:11])[CH3:10])[CH:2]([CH3:3])[CH3:4].[Na+:27]. The yield is 0.703. (4) The reactants are [N:1]1[CH:6]=[CH:5][CH:4]=[CH:3][C:2]=1[C:7]#[C:8][CH2:9][CH2:10][NH2:11].[Cl:12][C:13]1[CH:18]=[CH:17][CH:16]=[CH:15][C:14]=1[S:19](Cl)(=[O:21])=[O:20]. No catalyst specified. The product is [Cl:12][C:13]1[CH:18]=[CH:17][CH:16]=[CH:15][C:14]=1[S:19]([NH:11][CH2:10][CH2:9][C:8]#[C:7][C:2]1[CH:3]=[CH:4][CH:5]=[CH:6][N:1]=1)(=[O:21])=[O:20]. The yield is 0.320. (5) The product is [Cl:1][C:2]([F:13])([F:12])[C:3]1[CH:8]=[CH:7][C:6]([CH:9]([S:15][CH3:14])[CH3:10])=[CH:5][N:4]=1. The catalyst is C(O)C. The reactants are [Cl:1][C:2]([F:13])([F:12])[C:3]1[CH:8]=[CH:7][C:6]([CH:9](Cl)[CH3:10])=[CH:5][N:4]=1.[CH3:14][S-:15].[Na+]. The yield is 0.400.